Regression. Given two drug SMILES strings and cell line genomic features, predict the synergy score measuring deviation from expected non-interaction effect. From a dataset of NCI-60 drug combinations with 297,098 pairs across 59 cell lines. Drug 1: CCC1=C2CN3C(=CC4=C(C3=O)COC(=O)C4(CC)O)C2=NC5=C1C=C(C=C5)O. Drug 2: CCN(CC)CCCC(C)NC1=C2C=C(C=CC2=NC3=C1C=CC(=C3)Cl)OC. Cell line: TK-10. Synergy scores: CSS=10.8, Synergy_ZIP=-1.66, Synergy_Bliss=3.12, Synergy_Loewe=-1.78, Synergy_HSA=4.20.